Dataset: Peptide-MHC class I binding affinity with 185,985 pairs from IEDB/IMGT. Task: Regression. Given a peptide amino acid sequence and an MHC pseudo amino acid sequence, predict their binding affinity value. This is MHC class I binding data. The peptide sequence is IGDKPTCLV. The MHC is HLA-B18:01 with pseudo-sequence HLA-B18:01. The binding affinity (normalized) is 0.0847.